From a dataset of Full USPTO retrosynthesis dataset with 1.9M reactions from patents (1976-2016). Predict the reactants needed to synthesize the given product. Given the product [CH2:31]([N:35]([CH2:9][CH2:3][CH2:4][CH3:5])[C:9](=[O:11])[C@H:3]([CH2:4][CH2:5][C:6]([OH:8])=[O:7])[NH:2][C:16](=[O:24])[CH2:17][CH2:18][CH2:19][CH2:20][CH2:21][CH2:22][CH3:23])[CH2:32][CH2:33][CH3:34], predict the reactants needed to synthesize it. The reactants are: O.[NH2:2][C@H:3]([C:9]([O-:11])=O)[CH2:4][CH2:5][C:6]([O-:8])=[O:7].[Na+].[Na+].[OH-].[Na+].[C:16](Cl)(=[O:24])[CH2:17][CH2:18][CH2:19][CH2:20][CH2:21][CH2:22][CH3:23].S(=O)(=O)(O)O.[CH2:31]([NH2:35])[CH2:32][CH2:33][CH3:34].